From a dataset of Full USPTO retrosynthesis dataset with 1.9M reactions from patents (1976-2016). Predict the reactants needed to synthesize the given product. (1) Given the product [CH3:10][O:17][CH2:14][N:6]([CH2:5][Si:2]([CH3:4])([CH3:3])[CH3:1])[CH2:7][CH:8]=[CH2:9], predict the reactants needed to synthesize it. The reactants are: [CH3:1][Si:2]([CH2:5][NH:6][CH2:7][CH:8]=[CH2:9])([CH3:4])[CH3:3].[CH2:10]=O.CO.[C:14]([O-:17])([O-])=O.[K+].[K+]. (2) Given the product [OH2:10].[C:22]1([S:36]([OH:39])(=[O:38])=[O:37])[C:31]2[CH:30]=[CH:29][CH:28]=[C:27]([S:32]([OH:35])(=[O:34])=[O:33])[C:26]=2[CH:25]=[CH:24][CH:23]=1.[Cl:1][C:2]1[CH:7]=[CH:6][CH:5]=[CH:4][C:3]=1[C@H:8]([N:13]1[CH2:18][CH2:17][C:16]2[S:19][CH:20]=[CH:21][C:15]=2[CH2:14]1)[C:9]([O:11][CH3:12])=[O:10], predict the reactants needed to synthesize it. The reactants are: [Cl:1][C:2]1[CH:7]=[CH:6][CH:5]=[CH:4][C:3]=1[C@H:8]([N:13]1[CH2:18][CH2:17][C:16]2[S:19][CH:20]=[CH:21][C:15]=2[CH2:14]1)[C:9]([O:11][CH3:12])=[O:10].[C:22]1([S:36]([OH:39])(=[O:38])=[O:37])[C:31]2[CH:30]=[CH:29][CH:28]=[C:27]([S:32]([OH:35])(=[O:34])=[O:33])[C:26]=2[CH:25]=[CH:24][CH:23]=1.O1CCOCC1.CCCCCCC. (3) The reactants are: [C:1]([O:5][C:6]([N:8]1[CH2:13][CH2:12][C@H:11]([NH:14][C:15](=[O:35])[C:16]2[CH:21]=[CH:20][C:19]([O:22][CH2:23][CH2:24][O:25][C:26]3[C:31]([Cl:32])=[CH:30][C:29]([CH3:33])=[CH:28][C:27]=3[Cl:34])=[CH:18][CH:17]=2)[CH:10]([C:36](O)=[O:37])[CH2:9]1)=[O:7])([CH3:4])([CH3:3])[CH3:2].C1C=CC2N(O)N=NC=2C=1.CCN=C=NCCCN(C)C.Cl.[CH3:61][O:62][C:63]1[C:73]([O:74][CH3:75])=[CH:72][CH:71]=[CH:70][C:64]=1[CH2:65][NH:66][CH:67]1[CH2:69][CH2:68]1.CCN(C(C)C)C(C)C. Given the product [CH:67]1([N:66]([CH2:65][C:64]2[CH:70]=[CH:71][CH:72]=[C:73]([O:74][CH3:75])[C:63]=2[O:62][CH3:61])[C:36]([CH:10]2[C@@H:11]([NH:14][C:15](=[O:35])[C:16]3[CH:17]=[CH:18][C:19]([O:22][CH2:23][CH2:24][O:25][C:26]4[C:31]([Cl:32])=[CH:30][C:29]([CH3:33])=[CH:28][C:27]=4[Cl:34])=[CH:20][CH:21]=3)[CH2:12][CH2:13][N:8]([C:6]([O:5][C:1]([CH3:2])([CH3:4])[CH3:3])=[O:7])[CH2:9]2)=[O:37])[CH2:68][CH2:69]1, predict the reactants needed to synthesize it. (4) Given the product [CH:1]1([C:4]2[NH:8][N:7]=[C:6]([NH:9][C:10]3[C:11]4[CH2:29][N:28]([C:30](=[O:32])[CH3:31])[CH2:27][CH2:26][C:12]=4[N:13]=[C:14]([NH:16][C@H:17]([C:19]4[CH:24]=[CH:23][C:22]([F:25])=[CH:21][CH:20]=4)[CH3:18])[N:15]=3)[CH:5]=2)[CH2:3][CH2:2]1, predict the reactants needed to synthesize it. The reactants are: [CH:1]1([C:4]2[CH:5]=[C:6]([NH:9][C:10]3[C:11]4[CH2:29][NH:28][CH2:27][CH2:26][C:12]=4[N:13]=[C:14]([NH:16][C@H:17]([C:19]4[CH:24]=[CH:23][C:22]([F:25])=[CH:21][CH:20]=4)[CH3:18])[N:15]=3)[NH:7][N:8]=2)[CH2:3][CH2:2]1.[C:30](O)(=[O:32])[CH3:31]. (5) Given the product [CH3:1][O:2][C:3]1[CH:4]=[CH:5][C:6]([NH:9][CH:10]([C:19]([CH3:21])([CH3:20])[CH:18]=[CH2:17])[C:11]([O:13][CH2:14][CH3:15])=[O:12])=[CH:7][CH:8]=1, predict the reactants needed to synthesize it. The reactants are: [CH3:1][O:2][C:3]1[CH:8]=[CH:7][C:6](/[N:9]=[CH:10]\[C:11]([O:13][CH2:14][CH3:15])=[O:12])=[CH:5][CH:4]=1.Br[CH2:17][CH:18]=[C:19]([CH3:21])[CH3:20].[Si](Cl)(C)(C)C.[NH4+].[Cl-]. (6) Given the product [CH3:15][O:14][C:4]1[C:5]([O:9][CH2:10][CH2:11][O:12][CH3:13])=[CH:6][CH:7]=[CH:8][C:3]=1[CH2:2][C:16]#[N:17], predict the reactants needed to synthesize it. The reactants are: Cl[CH2:2][C:3]1[CH:8]=[CH:7][CH:6]=[C:5]([O:9][CH2:10][CH2:11][O:12][CH3:13])[C:4]=1[O:14][CH3:15].[C-:16]#[N:17].[K+]. (7) Given the product [C:29]([O:28][C:26]([NH:25][CH:19]([C:20](=[O:24])[N:21]([CH3:23])[CH3:22])[C:16]1[CH:17]=[CH:18][C:13]([O:12][C:9]2[CH:10]=[CH:11][C:6]([CH2:5][CH2:4][C:3]([OH:33])=[O:2])=[CH:7][CH:8]=2)=[CH:14][CH:15]=1)=[O:27])([CH3:31])([CH3:30])[CH3:32], predict the reactants needed to synthesize it. The reactants are: C[O:2][C:3](=[O:33])[CH2:4][CH2:5][C:6]1[CH:11]=[CH:10][C:9]([O:12][C:13]2[CH:18]=[CH:17][C:16]([CH:19]([NH:25][C:26]([O:28][C:29]([CH3:32])([CH3:31])[CH3:30])=[O:27])[C:20](=[O:24])[N:21]([CH3:23])[CH3:22])=[CH:15][CH:14]=2)=[CH:8][CH:7]=1.[OH-].[Li+].